Task: Predict the reactants needed to synthesize the given product.. Dataset: Full USPTO retrosynthesis dataset with 1.9M reactions from patents (1976-2016) (1) Given the product [N+:14]([C:7]1[CH:8]=[C:9]([C:10]([O:12][CH3:13])=[O:11])[C:4]2[N:3]=[CH:2][NH:1][C:5]=2[CH:6]=1)([O-:16])=[O:15], predict the reactants needed to synthesize it. The reactants are: [NH:1]1[C:5]2[CH:6]=[CH:7][CH:8]=[C:9]([C:10]([O:12][CH3:13])=[O:11])[C:4]=2[N:3]=[CH:2]1.[N+:14]([O-])([O-:16])=[O:15].[K+].[OH-].[Na+]. (2) Given the product [Br:17][C:15]1[S:14][C:4]2=[N:5][C:6]([CH3:13])=[C:7]([C:8]([O:10][CH2:11][CH3:12])=[O:9])[C:2]([NH:1][S:30]([C:24]3[CH:29]=[CH:28][CH:27]=[CH:26][CH:25]=3)(=[O:32])=[O:31])=[C:3]2[CH:16]=1, predict the reactants needed to synthesize it. The reactants are: [NH2:1][C:2]1[C:7]([C:8]([O:10][CH2:11][CH3:12])=[O:9])=[C:6]([CH3:13])[N:5]=[C:4]2[S:14][C:15]([Br:17])=[CH:16][C:3]=12.CC(C)([O-])C.[Na+].[C:24]1([S:30](Cl)(=[O:32])=[O:31])[CH:29]=[CH:28][CH:27]=[CH:26][CH:25]=1. (3) Given the product [ClH:41].[ClH:41].[CH3:1][O:2][CH2:3][CH2:4][N:5]1[CH2:9][C@@H:8]([C:10]2[CH:15]=[CH:14][CH:13]=[CH:12][CH:11]=2)[C@H:7]([NH:16][C:17]([NH:18][C:19]2[N:23]([C:24]3[CH:29]=[CH:28][CH:27]=[CH:26][CH:25]=3)[N:22]=[C:21]3[CH2:30][NH:31][CH2:32][C:20]=23)=[O:40])[CH2:6]1, predict the reactants needed to synthesize it. The reactants are: [CH3:1][O:2][CH2:3][CH2:4][N:5]1[CH2:9][C@@H:8]([C:10]2[CH:15]=[CH:14][CH:13]=[CH:12][CH:11]=2)[C@H:7]([NH:16][C:17](=[O:40])[NH:18][C:19]2[N:23]([C:24]3[CH:29]=[CH:28][CH:27]=[CH:26][CH:25]=3)[N:22]=[C:21]3[CH2:30][N:31](C(OC(C)(C)C)=O)[CH2:32][C:20]=23)[CH2:6]1.[ClH:41].O1CCOCC1. (4) Given the product [NH:14]1[C:15]2[CH:20]=[CH:19][CH:18]=[CH:17][C:16]=2[N:12]=[C:13]1[CH:9]([NH:10][C:11]([NH:24][C@H:25]1[CH2:30][CH2:29][C@H:28]([OH:31])[CH2:27][CH2:26]1)=[O:21])[CH2:8][C:7]1[CH:6]=[CH:5][C:4]([O:3][CH2:1][CH3:2])=[CH:23][CH:22]=1, predict the reactants needed to synthesize it. The reactants are: [CH2:1]([O:3][C:4]1[CH:23]=[CH:22][C:7]([CH2:8][CH:9]2[C:13]3=[N:14][C:15]4[CH:20]=[CH:19][CH:18]=[CH:17][C:16]=4[N:12]3[C:11](=[O:21])[NH:10]2)=[CH:6][CH:5]=1)[CH3:2].[NH2:24][C@H:25]1[CH2:30][CH2:29][C@H:28]([OH:31])[CH2:27][CH2:26]1.C(O)(C(F)(F)F)=O. (5) Given the product [Cl:24][CH2:25][C:26]([N:14]1[CH:9]2[CH2:10][CH2:11][CH:12]1[CH2:13][N:7]([CH2:6][C:5]1[CH:4]=[CH:3][C:2]([F:1])=[CH:16][CH:15]=1)[CH2:8]2)=[O:27], predict the reactants needed to synthesize it. The reactants are: [F:1][C:2]1[CH:16]=[CH:15][C:5]([CH2:6][N:7]2[CH2:13][CH:12]3[NH:14][CH:9]([CH2:10][CH2:11]3)[CH2:8]2)=[CH:4][CH:3]=1.C(N(CC)CC)C.[Cl:24][CH2:25][C:26](Cl)=[O:27]. (6) The reactants are: C[O:2]CCN.[CH3:6][O:7][CH2:8][CH2:9][NH:10][C:11]([C@H:13]1[NH:32][C:31](=[O:33])[C:30]2=[CH:34][C:26](=[C:27]([CH3:36])[CH:28]=[C:29]2[CH3:35])[C:25]2=[CH:37][C:21](=[N:22][C:23]([NH2:38])=[N:24]2)[S:20][CH2:19][CH2:18][C:17](=[O:39])[NH:16][CH2:15][CH2:14]1)=[O:12]. Given the product [CH3:6][O:7][CH2:8][CH2:9][NH:10][C:11]([C@H:13]1[NH:32][C:31](=[O:33])[C:30]2=[CH:34][C:26](=[C:27]([CH3:36])[CH:28]=[C:29]2[CH3:35])[C:25]2=[CH:37][C:21](=[N:22][C:23]([NH2:38])=[N:24]2)[S:20][CH2:19][CH2:18][C:17](=[O:39])[NH:16][CH2:15][CH2:14]1)=[O:12].[NH2:38][C:23]1[N:22]=[C:21]2[CH:37]=[C:25]([C:26]3[CH:34]=[C:30]([C:31](=[O:33])[NH:32][C@H:13]([C:11]([OH:12])=[O:2])[CH2:14][CH2:15][NH:16][C:17](=[O:39])[CH2:18][CH2:19][S:20]2)[C:29]([CH3:35])=[CH:28][C:27]=3[CH3:36])[N:24]=1, predict the reactants needed to synthesize it. (7) Given the product [O:23]=[C:22]1[N:1]([C:3]2[N:8]=[CH:7][C:6]([C:9]([O:11][C:12]([CH3:15])([CH3:14])[CH3:13])=[O:10])=[CH:5][CH:4]=2)[NH:2][C:17]2[CH2:21][S:20][CH2:19][C:18]1=2, predict the reactants needed to synthesize it. The reactants are: [NH:1]([C:3]1[N:8]=[CH:7][C:6]([C:9]([O:11][C:12]([CH3:15])([CH3:14])[CH3:13])=[O:10])=[CH:5][CH:4]=1)[NH2:2].O=[C:17]1[CH2:21][S:20][CH2:19][CH:18]1[C:22](OC)=[O:23].